This data is from hERG potassium channel inhibition data for cardiac toxicity prediction from Karim et al.. The task is: Regression/Classification. Given a drug SMILES string, predict its toxicity properties. Task type varies by dataset: regression for continuous values (e.g., LD50, hERG inhibition percentage) or binary classification for toxic/non-toxic outcomes (e.g., AMES mutagenicity, cardiotoxicity, hepatotoxicity). Dataset: herg_karim. The drug is CCS(=O)(=O)C[C@@H]1C[C@H](N(C)C(C)C)CC[C@@H]1N1CC[C@H](NC(=O)c2cccc(C(F)(F)F)c2)C1=O. The result is 0 (non-blocker).